The task is: Predict the reaction yield, written as a fraction of the theoretical maximum amount of product (1.0 means a 100% yield; for example, 0.34 means a 34% yield).. This data is from Reaction yield outcomes from USPTO patents with 853,638 reactions. The reactants are [Cl:1][C:2]1[CH:3]=[C:4]([NH:9][C:10]2[C:19]3[C:14](=[CH:15][N:16]=[C:17](F)[CH:18]=3)[N:13]=[CH:12][C:11]=2[C:21]#[N:22])[CH:5]=[CH:6][C:7]=1[F:8].[CH2:23]1[CH2:27][O:26][CH2:25][CH2:24]1. No catalyst specified. The product is [Cl:1][C:2]1[CH:3]=[C:4]([NH:9][C:10]2[C:19]3[C:14](=[CH:15][N:16]=[C:17]([NH:9][C@@H:4]([CH3:3])[C@H:25]([OH:26])[C:24]4[CH:23]=[CH:27][CH:7]=[CH:6][CH:5]=4)[CH:18]=3)[N:13]=[CH:12][C:11]=2[C:21]#[N:22])[CH:5]=[CH:6][C:7]=1[F:8]. The yield is 0.189.